Dataset: NCI-60 drug combinations with 297,098 pairs across 59 cell lines. Task: Regression. Given two drug SMILES strings and cell line genomic features, predict the synergy score measuring deviation from expected non-interaction effect. (1) Drug 1: CC12CCC3C(C1CCC2=O)CC(=C)C4=CC(=O)C=CC34C. Drug 2: CCC1=CC2CC(C3=C(CN(C2)C1)C4=CC=CC=C4N3)(C5=C(C=C6C(=C5)C78CCN9C7C(C=CC9)(C(C(C8N6C)(C(=O)OC)O)OC(=O)C)CC)OC)C(=O)OC.C(C(C(=O)O)O)(C(=O)O)O. Cell line: RXF 393. Synergy scores: CSS=54.2, Synergy_ZIP=2.89, Synergy_Bliss=3.20, Synergy_Loewe=5.31, Synergy_HSA=5.61. (2) Drug 1: CC1=C2C(C(=O)C3(C(CC4C(C3C(C(C2(C)C)(CC1OC(=O)C(C(C5=CC=CC=C5)NC(=O)C6=CC=CC=C6)O)O)OC(=O)C7=CC=CC=C7)(CO4)OC(=O)C)O)C)OC(=O)C. Drug 2: C1CNP(=O)(OC1)N(CCCl)CCCl. Cell line: NCI/ADR-RES. Synergy scores: CSS=-3.91, Synergy_ZIP=0.212, Synergy_Bliss=-4.73, Synergy_Loewe=-5.05, Synergy_HSA=-5.70. (3) Drug 1: C1CCN(CC1)CCOC2=CC=C(C=C2)C(=O)C3=C(SC4=C3C=CC(=C4)O)C5=CC=C(C=C5)O. Drug 2: C1CC(C1)(C(=O)O)C(=O)O.[NH2-].[NH2-].[Pt+2]. Cell line: NCI/ADR-RES. Synergy scores: CSS=16.0, Synergy_ZIP=-2.41, Synergy_Bliss=4.04, Synergy_Loewe=1.77, Synergy_HSA=1.13. (4) Drug 1: C1CCN(CC1)CCOC2=CC=C(C=C2)C(=O)C3=C(SC4=C3C=CC(=C4)O)C5=CC=C(C=C5)O. Drug 2: CC1OCC2C(O1)C(C(C(O2)OC3C4COC(=O)C4C(C5=CC6=C(C=C35)OCO6)C7=CC(=C(C(=C7)OC)O)OC)O)O. Cell line: LOX IMVI. Synergy scores: CSS=32.8, Synergy_ZIP=-2.65, Synergy_Bliss=-4.11, Synergy_Loewe=-4.09, Synergy_HSA=-1.59.